This data is from Catalyst prediction with 721,799 reactions and 888 catalyst types from USPTO. The task is: Predict which catalyst facilitates the given reaction. Reactant: [CH:1]12[NH:8][CH:5]([CH2:6][CH2:7]1)[CH2:4][C:3](=[C:9]([C:21]1[CH:22]=[N:23][CH:24]=[CH:25][CH:26]=1)[C:10]1[CH:20]=[CH:19][C:13]([C:14]([NH:16][CH2:17][CH3:18])=[O:15])=[CH:12][CH:11]=1)[CH2:2]2.[C:27]1([CH2:33][C:34](Cl)=[O:35])[CH:32]=[CH:31][CH:30]=[CH:29][CH:28]=1.C([O-])([O-])=O.[K+].[K+].O. Product: [CH2:17]([NH:16][C:14](=[O:15])[C:13]1[CH:19]=[CH:20][C:10]([C:9](=[C:3]2[CH2:4][CH:5]3[N:8]([C:34](=[O:35])[CH2:33][C:27]4[CH:32]=[CH:31][CH:30]=[CH:29][CH:28]=4)[CH:1]([CH2:7][CH2:6]3)[CH2:2]2)[C:21]2[CH:22]=[N:23][CH:24]=[CH:25][CH:26]=2)=[CH:11][CH:12]=1)[CH3:18]. The catalyst class is: 3.